This data is from Reaction yield outcomes from USPTO patents with 853,638 reactions. The task is: Predict the reaction yield, written as a fraction of the theoretical maximum amount of product (1.0 means a 100% yield; for example, 0.34 means a 34% yield). (1) The reactants are [CH3:1][N:2]([CH2:4][C@@H:5]1[O:10][CH2:9][C@@H:8]([CH3:11])[N:7](CC2C=CC=CC=2)[CH2:6]1)[CH3:3]. The catalyst is CCO.[Pd]. The product is [CH3:3][N:2]([CH2:4][C@H:5]1[O:10][CH2:9][C@@H:8]([CH3:11])[NH:7][CH2:6]1)[CH3:1]. The yield is 1.00. (2) The reactants are C[O:2][C:3](=O)[CH2:4][CH2:5][C:6]1[C:7](=[O:15])[N:8]([CH2:12][CH:13]=[CH2:14])[CH2:9][CH2:10][CH:11]=1.CO.[NH2:19][O:20][K].C(O)(=O)C. The catalyst is C(OCC)(=O)C. The product is [CH2:12]([N:8]1[CH2:9][CH2:10][CH:11]=[C:6]([CH2:5][CH2:4][C:3]([NH:19][OH:20])=[O:2])[C:7]1=[O:15])[CH:13]=[CH2:14]. The yield is 0.480. (3) The reactants are C1([CH:7]([C:18]2[CH:22]=[C:21]([C:23]3[CH:28]=[CH:27][C:26]([C:29]([F:32])([F:31])[F:30])=[CH:25][CH:24]=3)[S:20][C:19]=2[CH2:33][CH3:34])[O:8][C:9]2[CH:17]=[CH:16][C:12]([C:13](O)=[O:14])=[CH:11][CH:10]=2)CCCCC1.Cl.[NH2:36][CH2:37][CH2:38][C:39]([O:41]CC)=[O:40].O.ON1[C:50]2[CH:51]=[CH:52][CH:53]=[CH:54][C:49]=2N=N1.Cl.C(N=C=NCCCN(C)C)C.[Cl-].[NH4+].[OH-].[Na+].Cl. The catalyst is C(O)C.O1CCCC1.CN(C)C=O.C(N(CC)CC)C. The product is [CH:49]1([CH:7]([C:18]2[CH:22]=[C:21]([C:23]3[CH:28]=[CH:27][C:26]([C:29]([F:32])([F:30])[F:31])=[CH:25][CH:24]=3)[S:20][C:19]=2[CH2:33][CH3:34])[O:8][C:9]2[CH:10]=[CH:11][C:12]([C:13]([NH:36][CH2:37][CH2:38][C:39]([OH:41])=[O:40])=[O:14])=[CH:16][CH:17]=2)[CH2:54][CH2:53][CH2:52][CH2:51][CH2:50]1. The yield is 0.400.